From a dataset of Forward reaction prediction with 1.9M reactions from USPTO patents (1976-2016). Predict the product of the given reaction. (1) Given the reactants [F:1][C:2]1[CH:9]=[C:8]([F:10])[CH:7]=[CH:6][C:3]=1[CH:4]=[O:5].[F:11][C:12]([Si](C)(C)C)([F:14])[F:13].CCCC[N+](CCCC)(CCCC)CCCC.[F-].Cl, predict the reaction product. The product is: [F:11][C:12]([F:14])([F:13])[CH:4]([C:3]1[CH:6]=[CH:7][C:8]([F:10])=[CH:9][C:2]=1[F:1])[OH:5]. (2) Given the reactants C([N:8]1[CH2:13][CH:12]2[C:10]([C:14]([O:16][CH2:17][CH3:18])=[O:15])([CH2:11]2)[CH2:9]1)C1C=CC=CC=1.C([O-])=O.[NH4+].C(N(CC)CC)C.[C:38](O[C:38]([O:40][C:41]([CH3:44])([CH3:43])[CH3:42])=[O:39])([O:40][C:41]([CH3:44])([CH3:43])[CH3:42])=[O:39], predict the reaction product. The product is: [C:10]12([C:14]([O:16][CH2:17][CH3:18])=[O:15])[CH2:11][CH:12]1[CH2:13][N:8]([C:38]([O:40][C:41]([CH3:42])([CH3:43])[CH3:44])=[O:39])[CH2:9]2. (3) The product is: [CH3:1][O:2][C:3](=[O:25])[CH2:4][C:5]1[C:14]([CH3:15])=[C:13]([C:61]2[CH:62]=[CH:63][C:58]([S:55](=[O:56])(=[O:57])[NH:54][C:51]3[CH:50]=[CH:49][C:48]([O:47][C:46]([F:67])([F:45])[F:68])=[CH:53][CH:52]=3)=[CH:59][CH:60]=2)[C:12]2[C:7](=[CH:8][CH:9]=[C:10]([Cl:24])[CH:11]=2)[CH:6]=1. Given the reactants [CH3:1][O:2][C:3](=[O:25])[CH2:4][C:5]1[C:14]([CH3:15])=[C:13](OS(C(F)(F)F)(=O)=O)[C:12]2[C:7](=[CH:8][CH:9]=[C:10]([Cl:24])[CH:11]=2)[CH:6]=1.C1(P(C2C=CC=CC=2)C2C=CC=CC=2)C=CC=CC=1.[F:45][C:46]([F:68])([F:67])[O:47][C:48]1[CH:53]=[CH:52][C:51]([NH:54][S:55]([C:58]2[CH:63]=[CH:62][C:61](B(O)O)=[CH:60][CH:59]=2)(=[O:57])=[O:56])=[CH:50][CH:49]=1.C(=O)([O-])[O-].[Na+].[Na+], predict the reaction product. (4) Given the reactants [H-].[Na+].[C:3]1([C:13]2[NH:14][CH:15]=[CH:16][N:17]=2)[C:12]2[C:7](=[CH:8][CH:9]=[CH:10][CH:11]=2)[CH:6]=[CH:5][CH:4]=1.I[CH2:19][CH3:20], predict the reaction product. The product is: [CH2:19]([N:17]1[CH:16]=[CH:15][N:14]=[C:13]1[C:3]1[C:12]2[C:7](=[CH:8][CH:9]=[CH:10][CH:11]=2)[CH:6]=[CH:5][CH:4]=1)[CH3:20]. (5) Given the reactants [F:1][C:2]([F:40])([F:39])[C:3]1[CH:4]=[C:5]([CH:32]=[C:33]([C:35]([F:38])([F:37])[F:36])[CH:34]=1)[C:6]([N:8]1[CH2:13][CH2:12][N:11]([CH2:14][C:15]#[C:16][C:17]2[CH:18]=[N:19][CH:20]=[CH:21][CH:22]=2)[CH2:10][CH:9]1[CH2:23][C:24]1[CH:29]=[CH:28][C:27]([CH3:30])=[C:26]([OH:31])[CH:25]=1)=[O:7].[ClH:41], predict the reaction product. The product is: [ClH:41].[ClH:41].[F:39][C:2]([F:1])([F:40])[C:3]1[CH:4]=[C:5]([CH:32]=[C:33]([C:35]([F:36])([F:37])[F:38])[CH:34]=1)[C:6]([N:8]1[CH2:13][CH2:12][N:11]([CH2:14][C:15]#[C:16][C:17]2[CH:18]=[N:19][CH:20]=[CH:21][CH:22]=2)[CH2:10][CH:9]1[CH2:23][C:24]1[CH:29]=[CH:28][C:27]([CH3:30])=[C:26]([OH:31])[CH:25]=1)=[O:7]. (6) The product is: [C:1]1([CH:7]=[CH:8][C:9](=[N:11][CH2:12][C:13]2[CH:18]=[CH:17][CH:16]=[CH:15][CH:14]=2)[Cl:20])[CH:6]=[CH:5][CH:4]=[CH:3][CH:2]=1. Given the reactants [C:1]1([CH:7]=[CH:8][C:9]([NH:11][CH2:12][C:13]2[CH:18]=[CH:17][CH:16]=[CH:15][CH:14]=2)=O)[CH:6]=[CH:5][CH:4]=[CH:3][CH:2]=1.P(Cl)(Cl)(Cl)(Cl)[Cl:20], predict the reaction product.